From a dataset of Peptide-MHC class I binding affinity with 185,985 pairs from IEDB/IMGT. Regression. Given a peptide amino acid sequence and an MHC pseudo amino acid sequence, predict their binding affinity value. This is MHC class I binding data. The peptide sequence is KMTLTEEVQW. The MHC is Mamu-B17 with pseudo-sequence Mamu-B17. The binding affinity (normalized) is 0.374.